The task is: Predict the reactants needed to synthesize the given product.. This data is from Full USPTO retrosynthesis dataset with 1.9M reactions from patents (1976-2016). (1) The reactants are: [NH2:1][C:2]1[N:7]=[CH:6][N:5]=[C:4]2[N:8]([C@@H:24]3[CH2:29][CH2:28][CH2:27][N:26]([C:30](=[O:34])[CH2:31][C:32]#[N:33])[CH2:25]3)[N:9]=[C:10]([C:11]3[CH:16]=[CH:15][C:14]([O:17][C:18]4[CH:23]=[CH:22][CH:21]=[CH:20][CH:19]=4)=[CH:13][CH:12]=3)[C:3]=12.N1[CH2:40][CH2:39][CH2:38][CH2:37]C1.C1(C=O)CC1. Given the product [NH2:1][C:2]1[N:7]=[CH:6][N:5]=[C:4]2[N:8]([C@@H:24]3[CH2:29][CH2:28][CH2:27][N:26]([C:30]([C:31](=[CH:37][CH:38]4[CH2:40][CH2:39]4)[C:32]#[N:33])=[O:34])[CH2:25]3)[N:9]=[C:10]([C:11]3[CH:12]=[CH:13][C:14]([O:17][C:18]4[CH:19]=[CH:20][CH:21]=[CH:22][CH:23]=4)=[CH:15][CH:16]=3)[C:3]=12, predict the reactants needed to synthesize it. (2) Given the product [N:3]1([CH:8]2[CH2:13][CH2:12][N:11]([C:14]([O:16][C:17]3[CH:22]=[C:21]([F:23])[CH:20]=[CH:19][C:18]=3/[CH:24]=[C:25]3/[C:26](=[S:38])[N:27]=[C:28]([N:30]4[CH2:35][CH2:34][CH2:33][CH2:32][NH:31]4)[S:29]/3)=[O:15])[CH2:10][CH2:9]2)[CH2:7][CH2:6][CH2:5][CH2:4]1, predict the reactants needed to synthesize it. The reactants are: Cl.Cl.[N:3]1([CH:8]2[CH2:13][CH2:12][N:11]([C:14]([O:16][C:17]3[CH:22]=[C:21]([F:23])[CH:20]=[CH:19][C:18]=3/[CH:24]=[C:25]3\[C:26](=O)[N:27]=[C:28]([N:30]4[CH2:35][CH2:34][CH2:33][CH2:32][NH:31]4)[S:29]\3)=[O:15])[CH2:10][CH2:9]2)[CH2:7][CH2:6][CH2:5][CH2:4]1.P12(SP3(SP(SP(S3)(S1)=S)(=S)S2)=S)=[S:38].